Predict the product of the given reaction. From a dataset of Forward reaction prediction with 1.9M reactions from USPTO patents (1976-2016). (1) The product is: [F:19][C:16]([F:17])([F:18])[C:13]1[N:11]2[N:12]=[C:7]([N:1]3[CH2:2][CH2:3][N:4]([CH2:20][C:22]4[CH:23]=[C:24]([NH:28][C:29](=[O:31])[CH3:30])[CH:25]=[CH:26][CH:27]=4)[CH2:5][CH2:6]3)[CH:8]=[CH:9][C:10]2=[N:15][N:14]=1. Given the reactants [N:1]1([C:7]2[CH:8]=[CH:9][C:10]3[N:11]([C:13]([C:16]([F:19])([F:18])[F:17])=[N:14][N:15]=3)[N:12]=2)[CH2:6][CH2:5][NH:4][CH2:3][CH2:2]1.[CH:20]([C:22]1[CH:23]=[C:24]([NH:28][C:29](=[O:31])[CH3:30])[CH:25]=[CH:26][CH:27]=1)=O, predict the reaction product. (2) Given the reactants [Cl-].O[NH3+:3].[C:4](=[O:7])([O-])[OH:5].[Na+].CS(C)=O.[CH2:13]([C:15]1[N:16]([C:40]2[CH:45]=[CH:44][CH:43]=[CH:42][CH:41]=2)[C:17](=[O:39])[C:18]([CH2:24][C:25]2[CH:30]=[CH:29][C:28]([C:31]3[C:32]([C:37]#[N:38])=[CH:33][CH:34]=[CH:35][CH:36]=3)=[CH:27][CH:26]=2)=[C:19]([CH2:21][CH2:22][CH3:23])[N:20]=1)[CH3:14], predict the reaction product. The product is: [CH2:13]([C:15]1[N:16]([C:40]2[CH:45]=[CH:44][CH:43]=[CH:42][CH:41]=2)[C:17](=[O:39])[C:18]([CH2:24][C:25]2[CH:30]=[CH:29][C:28]([C:31]3[CH:36]=[CH:35][CH:34]=[CH:33][C:32]=3[C:37]3[NH:3][C:4](=[O:7])[O:5][N:38]=3)=[CH:27][CH:26]=2)=[C:19]([CH2:21][CH2:22][CH3:23])[N:20]=1)[CH3:14]. (3) Given the reactants [F:1][C:2]1[C:13]([C:14]([F:17])([F:16])[F:15])=[C:12]([F:18])[CH:11]=[CH:10][C:3]=1[C:4](N(OC)C)=[O:5].[CH3:19][Mg]Br, predict the reaction product. The product is: [F:1][C:2]1[C:13]([C:14]([F:17])([F:16])[F:15])=[C:12]([F:18])[CH:11]=[CH:10][C:3]=1[C:4](=[O:5])[CH3:19]. (4) Given the reactants [Cl:1][C:2]1[CH:43]=[CH:42][C:5]([CH2:6][NH:7][C:8]([C:10]2[C:11](=[O:41])[C:12]3[CH:28]=[C:27]([CH2:29][N:30]([CH2:32][C@@H:33]([OH:40])[C:34]4[CH:39]=[CH:38][CH:37]=[CH:36][CH:35]=4)[CH3:31])[S:26][C:13]=3[N:14]([CH2:16][CH2:17][CH2:18][O:19]C3CCCCO3)[CH:15]=2)=[O:9])=[CH:4][CH:3]=1.Cl(O)(=O)(=O)=O.C([O-])(O)=O.[Na+], predict the reaction product. The product is: [Cl:1][C:2]1[CH:3]=[CH:4][C:5]([CH2:6][NH:7][C:8]([C:10]2[C:11](=[O:41])[C:12]3[CH:28]=[C:27]([CH2:29][N:30]([CH2:32][C@@H:33]([OH:40])[C:34]4[CH:35]=[CH:36][CH:37]=[CH:38][CH:39]=4)[CH3:31])[S:26][C:13]=3[N:14]([CH2:16][CH2:17][CH2:18][OH:19])[CH:15]=2)=[O:9])=[CH:42][CH:43]=1. (5) Given the reactants C12(C)C(C)(C)C(CC1)CC2C(Cl)=O.N[CH:15]1[CH2:21][CH2:20][C:19](=[O:22])[NH:18][C:16]1=[O:17].CC[N:25](CC)CC, predict the reaction product. The product is: [NH2:25][N:18]1[C:19](=[O:22])[CH2:20][CH2:21][CH2:15][C:16]1=[O:17]. (6) Given the reactants [Na].[NH2:2][C:3]1[CH:4]=[C:5]([OH:10])[CH:6]=[CH:7][C:8]=1[NH2:9].NC1C=CC(OC)=CC=1N.B(Br)(Br)Br.[OH-].[Na+], predict the reaction product. The product is: [NH2:2][C:3]1[CH:4]=[C:5]([OH:10])[CH:6]=[CH:7][C:8]=1[NH2:9].